From a dataset of Forward reaction prediction with 1.9M reactions from USPTO patents (1976-2016). Predict the product of the given reaction. The product is: [CH2:6]([N:7]([CH2:2][CH2:1][OH:3])[C:8]1[CH:13]=[CH:12][C:11]([CH3:14])=[CH:10][CH:9]=1)[CH3:5]. Given the reactants [CH:1](=[O:3])[CH3:2].O[CH2:5][CH2:6][NH:7][C:8]1[CH:13]=[CH:12][C:11]([CH3:14])=[CH:10][CH:9]=1, predict the reaction product.